This data is from CYP2D6 inhibition data for predicting drug metabolism from PubChem BioAssay. The task is: Regression/Classification. Given a drug SMILES string, predict its absorption, distribution, metabolism, or excretion properties. Task type varies by dataset: regression for continuous measurements (e.g., permeability, clearance, half-life) or binary classification for categorical outcomes (e.g., BBB penetration, CYP inhibition). Dataset: cyp2d6_veith. (1) The drug is CN1CCN(c2ncc3nc(-c4cccs4)c(=O)n(Cc4cccs4)c3n2)CC1. The result is 0 (non-inhibitor). (2) The compound is O=C(Nc1ccc(Cl)c(C(F)(F)F)c1)C1CCCN(S(=O)(=O)c2cnc[nH]2)C1. The result is 1 (inhibitor). (3) The compound is COc1ccc(C2C(=O)N(C3CCCCCC3)CC(=O)N2Cc2ccccc2)cc1OC. The result is 0 (non-inhibitor). (4) The drug is COc1ccc(/C=C/C(=O)Nc2nc(C)cc(C)n2)cc1OC. The result is 0 (non-inhibitor).